From a dataset of Catalyst prediction with 721,799 reactions and 888 catalyst types from USPTO. Predict which catalyst facilitates the given reaction. (1) Product: [CH2:1]([N:8]([CH3:9])[C:10]1[CH:15]=[CH:14][C:13]([B:17]2[O:21][C:20]([CH3:23])([CH3:22])[C:19]([CH3:25])([CH3:24])[O:18]2)=[CH:12][CH:11]=1)[C:2]1[CH:7]=[CH:6][CH:5]=[CH:4][CH:3]=1. Reactant: [CH2:1]([N:8]([C:10]1[CH:15]=[CH:14][C:13](Br)=[CH:12][CH:11]=1)[CH3:9])[C:2]1[CH:7]=[CH:6][CH:5]=[CH:4][CH:3]=1.[B:17]1([B:17]2[O:21][C:20]([CH3:23])([CH3:22])[C:19]([CH3:25])([CH3:24])[O:18]2)[O:21][C:20]([CH3:23])([CH3:22])[C:19]([CH3:25])([CH3:24])[O:18]1.ClCCl.C([O-])(=O)C.[K+]. The catalyst class is: 9. (2) Reactant: [SiH](CC)(CC)CC.B(F)(F)F.CCOCC.[S:17]1[C:21]2[CH:22]=[CH:23][CH:24]=[CH:25][C:20]=2[CH:19]=[C:18]1[CH:26]([C:28]1[CH:33]=[C:32]([Br:34])[CH:31]=[CH:30][C:29]=1[O:35][CH3:36])O.C(=O)(O)[O-].[Na+]. Product: [Br:34][C:32]1[CH:31]=[CH:30][C:29]([O:35][CH3:36])=[C:28]([CH:33]=1)[CH2:26][C:18]1[S:17][C:21]2[CH:22]=[CH:23][CH:24]=[CH:25][C:20]=2[CH:19]=1. The catalyst class is: 22. (3) Reactant: C(O[CH:4]=[C:5]([C:11](=O)[C:12]([F:15])([F:14])[F:13])[C:6]([O:8][CH2:9][CH3:10])=[O:7])C.[C:17]([C:19]1[CH:20]=[C:21]([NH:25][NH2:26])[CH:22]=[CH:23][CH:24]=1)#[N:18].C(N(CC)CC)C. Product: [C:17]([C:19]1[CH:20]=[C:21]([N:25]2[C:11]([C:12]([F:13])([F:14])[F:15])=[C:5]([C:6]([O:8][CH2:9][CH3:10])=[O:7])[CH:4]=[N:26]2)[CH:22]=[CH:23][CH:24]=1)#[N:18]. The catalyst class is: 14. (4) Reactant: [Cl:1][C:2]1[CH:7]=[C:6]([NH:8][C:9]2[CH:10]=[C:11]([CH:15]=[CH:16][CH:17]=2)C(O)=O)[C:5]([Cl:18])=[CH:4][N:3]=1.CN(C)CCCN=C=NCC.ON1C2C=CC=CC=2N=N1.[O:40]([CH3:42])[NH2:41].[CH3:43][O:44]N.C(N(C(C)C)CC)(C)C.C([O-])(O)=O.[Na+]. The catalyst class is: 454. Product: [Cl:1][C:2]1[CH:7]=[C:6]([NH:8][C:9]2[CH:17]=[CH:16][CH:15]=[CH:11][C:10]=2[C:43]([NH:41][O:40][CH3:42])=[O:44])[C:5]([Cl:18])=[CH:4][N:3]=1.